Dataset: Peptide-MHC class II binding affinity with 134,281 pairs from IEDB. Task: Regression. Given a peptide amino acid sequence and an MHC pseudo amino acid sequence, predict their binding affinity value. This is MHC class II binding data. (1) The peptide sequence is SWPDLDLKPGAAWTV. The MHC is DRB1_0401 with pseudo-sequence DRB1_0401. The binding affinity (normalized) is 0.0941. (2) The peptide sequence is GLRSLTDLLRALGAQ. The MHC is DRB1_1101 with pseudo-sequence DRB1_1101. The binding affinity (normalized) is 0.738. (3) The peptide sequence is DEINAIFEENEVDIS. The MHC is DRB4_0101 with pseudo-sequence DRB4_0103. The binding affinity (normalized) is 0.128. (4) The peptide sequence is DMTPADALDDFDL. The MHC is DRB1_0701 with pseudo-sequence DRB1_0701. The binding affinity (normalized) is 0. (5) The peptide sequence is NYPIVQNLQGQMVHQAISPR. The MHC is DRB1_1001 with pseudo-sequence DRB1_1001. The binding affinity (normalized) is 0.624. (6) The peptide sequence is FESYKMDSRIARALR. The MHC is DRB1_0901 with pseudo-sequence DRB1_0901. The binding affinity (normalized) is 0.325.